From a dataset of Catalyst prediction with 721,799 reactions and 888 catalyst types from USPTO. Predict which catalyst facilitates the given reaction. Reactant: Br.Br.[NH2:3][C:4]1[C:8]([NH2:9])=[CH:7][S:6][CH:5]=1.C(N(C(C)C)C(C)C)C.[Cl:19][C:20]1[S:21][CH:22]=[C:23]([CH3:28])[C:24]=1[N:25]=[C:26]=[S:27]. Product: [NH2:9][C:8]1[C:4]([NH:3][C:26]([NH:25][C:24]2[C:23]([CH3:28])=[CH:22][S:21][C:20]=2[Cl:19])=[S:27])=[CH:5][S:6][CH:7]=1. The catalyst class is: 1.